Dataset: Peptide-MHC class I binding affinity with 185,985 pairs from IEDB/IMGT. Task: Regression. Given a peptide amino acid sequence and an MHC pseudo amino acid sequence, predict their binding affinity value. This is MHC class I binding data. (1) The peptide sequence is KIFGSLAFL. The MHC is HLA-A02:03 with pseudo-sequence HLA-A02:03. The binding affinity (normalized) is 0.728. (2) The peptide sequence is YTAVVPLVN. The MHC is Mamu-A02 with pseudo-sequence Mamu-A02. The binding affinity (normalized) is 0.369. (3) The MHC is HLA-A03:01 with pseudo-sequence HLA-A03:01. The peptide sequence is DVSLSAYIIR. The binding affinity (normalized) is 0.280. (4) The peptide sequence is LQALSNLIL. The MHC is HLA-A30:01 with pseudo-sequence HLA-A30:01. The binding affinity (normalized) is 0.213. (5) The peptide sequence is LSTYAVRITWY. The MHC is Mamu-A02 with pseudo-sequence Mamu-A02. The binding affinity (normalized) is 0.585.